From a dataset of Peptide-MHC class I binding affinity with 185,985 pairs from IEDB/IMGT. Regression. Given a peptide amino acid sequence and an MHC pseudo amino acid sequence, predict their binding affinity value. This is MHC class I binding data. (1) The peptide sequence is NPVLTTASPL. The MHC is Patr-A0701 with pseudo-sequence Patr-A0701. The binding affinity (normalized) is 0. (2) The peptide sequence is SQIMYNYPA. The MHC is HLA-A30:02 with pseudo-sequence HLA-A30:02. The binding affinity (normalized) is 0.297. (3) The peptide sequence is VFHSQPINDR. The MHC is Mamu-B8301 with pseudo-sequence Mamu-B8301. The binding affinity (normalized) is 0.372. (4) The peptide sequence is SADNHPKMI. The MHC is HLA-A68:02 with pseudo-sequence HLA-A68:02. The binding affinity (normalized) is 0. (5) The peptide sequence is KEKGGLDGL. The MHC is HLA-B08:01 with pseudo-sequence HLA-B08:01. The binding affinity (normalized) is 0. (6) The peptide sequence is KVKNEVNSF. The binding affinity (normalized) is 0.0268. The MHC is HLA-B15:01 with pseudo-sequence HLA-B15:01.